From a dataset of Forward reaction prediction with 1.9M reactions from USPTO patents (1976-2016). Predict the product of the given reaction. Given the reactants [NH2:1][C:2]1[C:11]2[C:6](=[CH:7][C:8]([CH2:12][N:13]3[CH2:18][CH2:17][NH:16][CH:15]([CH2:19][O:20][CH2:21][CH3:22])[C:14]3=[O:23])=[CH:9][CH:10]=2)[N:5]=[CH:4][N:3]=1.[Cl:24][C:25]1[N:30]=[CH:29][C:28]([O:31][CH2:32][C:33](O)=[O:34])=[CH:27][CH:26]=1, predict the reaction product. The product is: [NH2:1][C:2]1[C:11]2[C:6](=[CH:7][C:8]([CH2:12][N:13]3[CH2:18][CH2:17][N:16]([C:33](=[O:34])[CH2:32][O:31][C:28]4[CH:29]=[N:30][C:25]([Cl:24])=[CH:26][CH:27]=4)[C@@H:15]([CH2:19][O:20][CH2:21][CH3:22])[C:14]3=[O:23])=[CH:9][CH:10]=2)[N:5]=[CH:4][N:3]=1.